From a dataset of Full USPTO retrosynthesis dataset with 1.9M reactions from patents (1976-2016). Predict the reactants needed to synthesize the given product. (1) Given the product [ClH:35].[S:1](=[O:34])(=[O:33])([O:3][C:4]1[CH:9]=[CH:8][CH:7]=[C:6]([C:10]2[N:11]=[CH:12][N:13]([C:15](=[O:32])[N:16]([CH:18]3[CH2:23][CH2:22][N:21]([C:24]4[CH:29]=[CH:28][C:27]([Br:30])=[C:26]([OH:31])[CH:25]=4)[CH2:20][CH2:19]3)[CH3:17])[CH:14]=2)[CH:5]=1)[NH2:2], predict the reactants needed to synthesize it. The reactants are: [S:1](=[O:34])(=[O:33])([O:3][C:4]1[CH:9]=[CH:8][CH:7]=[C:6]([C:10]2[N:11]=[CH:12][N:13]([C:15](=[O:32])[N:16]([CH:18]3[CH2:23][CH2:22][N:21]([C:24]4[CH:29]=[CH:28][C:27]([Br:30])=[C:26]([OH:31])[CH:25]=4)[CH2:20][CH2:19]3)[CH3:17])[CH:14]=2)[CH:5]=1)[NH2:2].[ClH:35].C(OCC)C. (2) Given the product [Br-:14].[CH2:9]([O:11][C:12](=[O:15])[CH2:13][N+:3]1([CH2:1][CH3:2])[CH2:8][CH2:7][CH2:6][CH2:5][CH2:4]1)[CH3:10], predict the reactants needed to synthesize it. The reactants are: [CH2:1]([N:3]1[CH2:8][CH2:7][CH2:6][CH2:5][CH2:4]1)[CH3:2].[CH2:9]([O:11][C:12](=[O:15])[CH2:13][Br:14])[CH3:10]. (3) Given the product [Cl:1][C:2]1[N:3]=[C:4]([NH:26][CH:21]2[CH2:25][CH2:24][CH2:23][CH2:22]2)[C:5]2[C:10]([I:11])=[CH:9][N:8]([CH2:12][O:13][CH2:14][CH2:15][Si:16]([CH3:19])([CH3:18])[CH3:17])[C:6]=2[N:7]=1, predict the reactants needed to synthesize it. The reactants are: [Cl:1][C:2]1[N:3]=[C:4](Cl)[C:5]2[C:10]([I:11])=[CH:9][N:8]([CH2:12][O:13][CH2:14][CH2:15][Si:16]([CH3:19])([CH3:18])[CH3:17])[C:6]=2[N:7]=1.[CH:21]1([NH2:26])[CH2:25][CH2:24][CH2:23][CH2:22]1.CC(C)([O-])C.[Na+]. (4) Given the product [C:32]1([C:35]2[CH:40]=[CH:39][CH:38]=[CH:37][CH:36]=2)[CH:31]=[CH:30][C:29]([CH2:28][CH2:27][N:17]([CH2:18][C:19]2[CH:24]=[CH:23][C:22]([Cl:25])=[C:21]([Cl:26])[CH:20]=2)[C:15](=[O:16])[NH:14][CH:5]([CH2:6][C:7]2[CH:12]=[CH:11][C:10]([Cl:13])=[CH:9][CH:8]=2)[C:4]([OH:41])=[O:3])=[CH:34][CH:33]=1, predict the reactants needed to synthesize it. The reactants are: C([O:3][C:4](=[O:41])[CH:5]([NH:14][C:15]([N:17]([CH2:27][CH2:28][C:29]1[CH:34]=[CH:33][C:32]([C:35]2[CH:40]=[CH:39][CH:38]=[CH:37][CH:36]=2)=[CH:31][CH:30]=1)[CH2:18][C:19]1[CH:24]=[CH:23][C:22]([Cl:25])=[C:21]([Cl:26])[CH:20]=1)=[O:16])[CH2:6][C:7]1[CH:12]=[CH:11][C:10]([Cl:13])=[CH:9][CH:8]=1)C.[OH-].[Na+]. (5) Given the product [NH2:1][C:4]1[CH:5]=[C:6]([CH:19]=[CH:20][C:21]=1[N:22]1[CH2:27][CH2:26][N:25]([C:28]2[CH:33]=[CH:32][CH:31]=[CH:30][C:29]=2[CH3:34])[CH2:24][CH2:23]1)[C:7]([NH:9][CH2:10][CH2:11][CH2:12][N:13]1[CH2:17][CH2:16][CH2:15][C:14]1=[O:18])=[O:8], predict the reactants needed to synthesize it. The reactants are: [N+:1]([C:4]1[CH:5]=[C:6]([CH:19]=[CH:20][C:21]=1[N:22]1[CH2:27][CH2:26][N:25]([C:28]2[CH:33]=[CH:32][CH:31]=[CH:30][C:29]=2[CH3:34])[CH2:24][CH2:23]1)[C:7]([NH:9][CH2:10][CH2:11][CH2:12][N:13]1[CH2:17][CH2:16][CH2:15][C:14]1=[O:18])=[O:8])([O-])=O. (6) Given the product [CH2:23]([O:30][C:31]([N:33]1[CH2:38][CH2:37][CH:36]([O:19][C:18](=[O:20])[CH2:17][O:16][C:15]2[CH:14]=[CH:13][C:12]([C:10](=[O:11])[CH2:9][NH:8][C:6]([O:5][C:1]([CH3:4])([CH3:2])[CH3:3])=[O:7])=[CH:22][CH:21]=2)[CH2:35][CH2:34]1)=[O:32])[C:24]1[CH:25]=[CH:26][CH:27]=[CH:28][CH:29]=1, predict the reactants needed to synthesize it. The reactants are: [C:1]([O:5][C:6]([NH:8][CH2:9][C:10]([C:12]1[CH:22]=[CH:21][C:15]([O:16][CH2:17][C:18]([OH:20])=[O:19])=[CH:14][CH:13]=1)=[O:11])=[O:7])([CH3:4])([CH3:3])[CH3:2].[CH2:23]([O:30][C:31]([N:33]1[CH2:38][CH2:37][CH:36](O)[CH2:35][CH2:34]1)=[O:32])[C:24]1[CH:29]=[CH:28][CH:27]=[CH:26][CH:25]=1.C1CCC(N=C=NC2CCCCC2)CC1. (7) Given the product [C:1]1([C:7]2[S:11][C:10]([NH:12][C:13]([N:15]3[CH:19]=[CH:18][N:17]=[CH:16]3)=[S:14])=[N:9][CH:8]=2)[CH:2]=[CH:3][CH:4]=[CH:5][CH:6]=1, predict the reactants needed to synthesize it. The reactants are: [C:1]1([C:7]2[S:11][C:10]([NH2:12])=[N:9][CH:8]=2)[CH:6]=[CH:5][CH:4]=[CH:3][CH:2]=1.[C:13](N1C=CN=C1)([N:15]1[CH:19]=[CH:18][N:17]=[CH:16]1)=[S:14]. (8) Given the product [C:41]([C:40]1[CH:43]=[CH:44][C:37]([C:31]2[CH:32]=[CH:33][C:34]([O:35][CH3:36])=[C:29]([C:27]3[NH:20][C:19]4[CH:21]=[CH:22][C:23]([C:25]#[N:26])=[CH:24][C:18]=4[N:17]=3)[CH:30]=2)=[N:38][CH:39]=1)#[N:42], predict the reactants needed to synthesize it. The reactants are: C(C1C=CC(C2C=CC(O)=C(C3[NH:20][C:19]4[CH:21]=[CH:22][C:23]([C:25]#[N:26])=[CH:24][C:18]=4[N:17]=3)C=2)=CC=1)#N.[CH:27]([C:29]1[CH:30]=[C:31]([C:37]2[CH:44]=[CH:43][C:40]([C:41]#[N:42])=[CH:39][N:38]=2)[CH:32]=[CH:33][C:34]=1[O:35][CH3:36])=O.C(C1C=CC(C2C=C(OC)C(O)=C(C3NC4C=CC(C#N)=CC=4N=3)C=2)=CC=1)#N. (9) Given the product [OH:4][CH2:5][CH2:6][O:7][C:8]1[CH:9]=[CH:10][CH:11]=[C:12]2[C:16]=1[N:15]([CH3:17])[CH:14]=[C:13]2[S:18]([NH:21][C:22](=[O:31])[NH:23][C:24]1[S:25][C:26]([O:29][CH3:30])=[CH:27][N:28]=1)(=[O:19])=[O:20], predict the reactants needed to synthesize it. The reactants are: C([O:4][CH2:5][CH2:6][O:7][C:8]1[CH:9]=[CH:10][CH:11]=[C:12]2[C:16]=1[N:15]([CH3:17])[CH:14]=[C:13]2[S:18]([NH:21][C:22](=[O:31])[NH:23][C:24]1[S:25][C:26]([O:29][CH3:30])=[CH:27][N:28]=1)(=[O:20])=[O:19])(=O)C.C(=O)([O-])[O-].[Na+].[Na+].[OH-].[Na+].